This data is from Forward reaction prediction with 1.9M reactions from USPTO patents (1976-2016). The task is: Predict the product of the given reaction. (1) Given the reactants [F:1][C:2]1([F:26])[C:8]([CH3:10])([CH3:9])[O:7][CH2:6][C:5](=O)[NH:4][C@@:3]1([C:13]1[CH:18]=[C:17]([C:19]2[CH:20]=[N:21][CH:22]=[N:23][CH:24]=2)[CH:16]=[CH:15][C:14]=1[F:25])[CH3:12].COC1C=CC(P2(SP(C3C=CC(OC)=CC=3)(=S)S2)=[S:36])=CC=1.C(=O)([O-])O.[Na+], predict the reaction product. The product is: [F:1][C:2]1([F:26])[C:8]([CH3:10])([CH3:9])[O:7][CH2:6][C:5](=[S:36])[NH:4][C@@:3]1([C:13]1[CH:18]=[C:17]([C:19]2[CH:20]=[N:21][CH:22]=[N:23][CH:24]=2)[CH:16]=[CH:15][C:14]=1[F:25])[CH3:12]. (2) Given the reactants [OH:1][C:2]1[CH:7]=[C:6]([CH:8]([CH3:10])[CH3:9])[NH:5][C:4](=[O:11])[CH:3]=1.[N+:12]([O-])([OH:14])=[O:13], predict the reaction product. The product is: [OH:1][C:2]1[CH:7]=[C:6]([CH:8]([CH3:9])[CH3:10])[NH:5][C:4](=[O:11])[C:3]=1[N+:12]([O-:14])=[O:13].